From a dataset of Catalyst prediction with 721,799 reactions and 888 catalyst types from USPTO. Predict which catalyst facilitates the given reaction. Reactant: [Cl:1][C:2]1[C:9]([CH2:10][CH2:11][OH:12])=[CH:8][CH:7]=[CH:6][C:3]=1[CH:4]=O.[CH2:13]([C:15]1[S:16][CH:17]=[C:18]([C:20]([N:22]2[CH2:27][C:26]3([CH2:32][CH2:31][NH:30][CH2:29][CH2:28]3)[O:25][CH2:24][CH2:23]2)=[O:21])[N:19]=1)[CH3:14].C(O[BH-](OC(=O)C)OC(=O)C)(=O)C.[Na+].C(=O)(O)[O-].[Na+]. Product: [Cl:1][C:2]1[C:9]([CH2:10][CH2:11][OH:12])=[CH:8][CH:7]=[CH:6][C:3]=1[CH2:4][N:30]1[CH2:31][CH2:32][C:26]2([O:25][CH2:24][CH2:23][N:22]([C:20]([C:18]3[N:19]=[C:15]([CH2:13][CH3:14])[S:16][CH:17]=3)=[O:21])[CH2:27]2)[CH2:28][CH2:29]1. The catalyst class is: 347.